From a dataset of Catalyst prediction with 721,799 reactions and 888 catalyst types from USPTO. Predict which catalyst facilitates the given reaction. (1) Reactant: [C:1]([O:6][CH2:7][CH3:8])(=[O:5])[CH:2]([CH3:4])[OH:3]. Product: [C:1]([O:6][CH2:7][CH3:8])(=[O:5])[CH:2]([CH3:4])[OH:3].[C:1]([OH:6])(=[O:5])[CH:2]([CH3:4])[OH:3]. The catalyst class is: 8. (2) Product: [CH:9]1([C:15]([NH:1][CH2:2][CH2:3][C:4]([OH:6])=[O:5])=[O:16])[CH2:14][CH2:13][CH2:12][CH2:11][CH2:10]1. The catalyst class is: 6. Reactant: [NH2:1][CH2:2][CH2:3][C:4]([OH:6])=[O:5].[OH-].[Na+].[CH:9]1([C:15](Cl)=[O:16])[CH2:14][CH2:13][CH2:12][CH2:11][CH2:10]1.Cl.